From a dataset of Full USPTO retrosynthesis dataset with 1.9M reactions from patents (1976-2016). Predict the reactants needed to synthesize the given product. (1) Given the product [ClH:21].[NH2:18][CH:7]1[C:6]2[C:11](=[CH:12][C:3]([O:2][CH3:1])=[CH:4][CH:5]=2)[O:10][CH:9]([C:13]([O:15][CH2:16][CH3:17])=[O:14])[CH2:8]1, predict the reactants needed to synthesize it. The reactants are: [CH3:1][O:2][C:3]1[CH:12]=[C:11]2[C:6]([C:7](=[N:18]OC)[CH2:8][CH:9]([C:13]([O:15][CH2:16][CH3:17])=[O:14])[O:10]2)=[CH:5][CH:4]=1.[ClH:21].COC1CCCC1. (2) Given the product [F:47][C:48]1[CH:53]=[CH:52][C:51]([CH:10]2[C:11](=[O:14])[CH2:12][CH2:13][N:8]([C:1]([O:3][C:4]([CH3:7])([CH3:6])[CH3:5])=[O:2])[CH2:9]2)=[CH:50][CH:49]=1, predict the reactants needed to synthesize it. The reactants are: [C:1]([N:8]1[CH2:13][CH2:12][C:11](=[O:14])[CH2:10][CH2:9]1)([O:3][C:4]([CH3:7])([CH3:6])[CH3:5])=[O:2].CC(C)([O-])C.[Na+].C1(P(C2CCCCC2)C2C=CC=CC=2C2C=CC=CC=2C)CCCCC1.[F:47][C:48]1[CH:53]=[CH:52][C:51](Br)=[CH:50][CH:49]=1.